Dataset: Catalyst prediction with 721,799 reactions and 888 catalyst types from USPTO. Task: Predict which catalyst facilitates the given reaction. (1) Reactant: [CH2:1]([NH2:5])[CH:2]([CH3:4])[CH3:3].C(N(CC)CC)C.[C:13]1([S:19](Cl)(=[O:21])=[O:20])[CH:18]=[CH:17][CH:16]=[CH:15][CH:14]=1. Product: [CH2:1]([NH:5][S:19]([C:13]1[CH:18]=[CH:17][CH:16]=[CH:15][CH:14]=1)(=[O:21])=[O:20])[CH:2]([CH3:4])[CH3:3]. The catalyst class is: 2. (2) Reactant: C(OC([N:8]1[CH2:12][CH2:11][CH:10]([C:13]([C:15]2[N:23]3[C:18]([C:19]([NH2:24])=[N:20][CH:21]=[N:22]3)=[C:17]([C:25]3[CH:26]=[CH:27][C:28]4[C:32]([CH:33]=3)=[N:31][N:30]([CH2:34][C:35]3[CH:40]=[CH:39][CH:38]=[CH:37][CH:36]=3)[CH:29]=4)[CH:16]=2)=[O:14])[CH2:9]1)=O)(C)(C)C.Cl. Product: [NH2:24][C:19]1[C:18]2=[C:17]([C:25]3[CH:26]=[CH:27][C:28]4[C:32]([CH:33]=3)=[N:31][N:30]([CH2:34][C:35]3[CH:36]=[CH:37][CH:38]=[CH:39][CH:40]=3)[CH:29]=4)[CH:16]=[C:15]([C:13]([CH:10]3[CH2:11][CH2:12][NH:8][CH2:9]3)=[O:14])[N:23]2[N:22]=[CH:21][N:20]=1. The catalyst class is: 523. (3) Reactant: [Cl:1][C:2]1[CH:7]=[CH:6][CH:5]=[CH:4][C:3]=1[C:8]1[C:9]([C:30]2[CH:35]=[CH:34][C:33]([Cl:36])=[CH:32][CH:31]=2)=[CH:10][C:11]([NH:14][NH:15][C:16](=O)[CH2:17][C:18]2[C:19]([CH3:28])=[N:20][C:21]([C:24]([F:27])([F:26])[F:25])=[CH:22][CH:23]=2)=[N:12][CH:13]=1.C(O)(=O)C. Product: [Cl:1][C:2]1[CH:7]=[CH:6][CH:5]=[CH:4][C:3]=1[C:8]1[C:9]([C:30]2[CH:35]=[CH:34][C:33]([Cl:36])=[CH:32][CH:31]=2)=[CH:10][C:11]2[N:12]([C:16]([CH2:17][C:18]3[C:19]([CH3:28])=[N:20][C:21]([C:24]([F:27])([F:26])[F:25])=[CH:22][CH:23]=3)=[N:15][N:14]=2)[CH:13]=1. The catalyst class is: 8. (4) Reactant: [NH2:1][C@@H:2]([CH2:26][CH3:27])[CH2:3][CH2:4][CH2:5][C@H:6]([N:9]([CH2:21][CH2:22][CH:23]([CH3:25])[CH3:24])[S:10]([C:13]1[CH:18]=[CH:17][C:16]([CH2:19][OH:20])=[CH:15][CH:14]=1)(=[O:12])=[O:11])[CH2:7][OH:8].[CH3:28][O:29][C:30]([NH:32][C@H:33]([C:47](O)=[O:48])[CH:34]([C:41]1[CH:46]=[CH:45][CH:44]=[CH:43][CH:42]=1)[C:35]1[CH:40]=[CH:39][CH:38]=[CH:37][CH:36]=1)=[O:31].C(Cl)CCl.C1C=NC2N(O)N=NC=2C=1. Product: [CH2:26]([C@H:2]([NH:1][C:47](=[O:48])[C@H:33]([CH:34]([C:35]1[CH:36]=[CH:37][CH:38]=[CH:39][CH:40]=1)[C:41]1[CH:42]=[CH:43][CH:44]=[CH:45][CH:46]=1)[NH:32][C:30]([O:29][CH3:28])=[O:31])[CH2:3][CH2:4][CH2:5][C@H:6]([N:9]([S:10]([C:13]1[CH:14]=[CH:15][C:16]([CH2:19][OH:20])=[CH:17][CH:18]=1)(=[O:12])=[O:11])[CH2:21][CH2:22][CH:23]([CH3:24])[CH3:25])[CH2:7][OH:8])[CH3:27]. The catalyst class is: 39. (5) Reactant: [CH3:1][O:2][CH2:3][CH2:4][NH:5][C:6]1[S:7][C:8]([C:17]([OH:19])=O)=[C:9]([C:11]2[CH:16]=[CH:15][CH:14]=[CH:13][CH:12]=2)[N:10]=1.Cl.C[N:22]([CH3:31])CCCN=C=NCC.[OH2:32].O[N:34]1[C:38]2[CH:39]=[CH:40][CH:41]=[CH:42][C:37]=2N=N1.[CH2:43]([N:45](CC)[CH2:46][CH3:47])[CH3:44]. Product: [CH3:1][O:2][CH2:3][CH2:4][NH:5][C:6]1[S:7][C:8]([C:17]([N:45]2[CH2:46][CH2:47][N:34]([C:38]3[CH:37]=[C:42]([CH:41]=[CH:40][CH:39]=3)[C:31]([NH2:22])=[O:32])[CH2:44][CH2:43]2)=[O:19])=[C:9]([C:11]2[CH:12]=[CH:13][CH:14]=[CH:15][CH:16]=2)[N:10]=1. The catalyst class is: 139.